This data is from Forward reaction prediction with 1.9M reactions from USPTO patents (1976-2016). The task is: Predict the product of the given reaction. (1) Given the reactants Br[C:2]1[CH:7]=[CH:6][CH:5]=[C:4]([Br:8])[N:3]=1.[Li]CCCC.CCCCCC.[F:20][C:21]([F:29])([F:28])[C:22]([C:24]([F:27])([F:26])[F:25])=[O:23], predict the reaction product. The product is: [Br:8][C:4]1[N:3]=[C:2]([C:22]([OH:23])([C:24]([F:27])([F:26])[F:25])[C:21]([F:29])([F:28])[F:20])[CH:7]=[CH:6][CH:5]=1. (2) Given the reactants Cl[C:2]1[N:11]=[C:10]2[C:5]([C:6]([NH:12][C:13]3[CH:18]=[C:17]([CH3:19])[CH:16]=[CH:15][C:14]=3[S:20][C:21]3[CH:26]=[CH:25][C:24]([NH:27][C:28](=[O:30])[CH3:29])=[CH:23][CH:22]=3)=[CH:7][CH:8]=[N:9]2)=[CH:4][CH:3]=1.Cl.[CH2:32]([O:34][C:35](=[O:38])[CH2:36][NH2:37])[CH3:33], predict the reaction product. The product is: [CH2:32]([O:34][C:35](=[O:38])[CH2:36][NH:37][C:2]1[CH:3]=[CH:4][C:5]2[C:10](=[N:9][CH:8]=[CH:7][C:6]=2[NH:12][C:13]2[CH:18]=[C:17]([CH3:19])[CH:16]=[CH:15][C:14]=2[S:20][C:21]2[CH:22]=[CH:23][C:24]([NH:27][C:28](=[O:30])[CH3:29])=[CH:25][CH:26]=2)[N:11]=1)[CH3:33]. (3) Given the reactants C(=O)([O:5][C:6]1[CH:11]=[CH:10][C:9]([S:12]([N:15]2[C:24]3[C:19](=[CH:20][CH:21]=[C:22]([F:25])[CH:23]=3)[NH:18][C:17](=[O:26])[C@@H:16]2[CH2:27][CH3:28])(=[O:14])=[O:13])=[CH:8][CH:7]=1)OCC.C(=O)([O-])[O-].[Cs+].[Cs+].I[CH2:37][CH2:38][CH3:39].[OH-].[Na+].Cl, predict the reaction product. The product is: [CH2:27]([C@@H:16]1[N:15]([S:12]([C:9]2[CH:10]=[CH:11][C:6]([OH:5])=[CH:7][CH:8]=2)(=[O:14])=[O:13])[C:24]2[C:19](=[CH:20][CH:21]=[C:22]([F:25])[CH:23]=2)[N:18]([CH2:37][CH2:38][CH3:39])[C:17]1=[O:26])[CH3:28]. (4) Given the reactants C([O:3][C:4](=O)[CH2:5][CH2:6][C:7]1[C:8]([CH3:14])=[N:9][N:10]([CH3:13])[C:11]=1[CH3:12])C.[H-].C([Al+]CC(C)C)C(C)C, predict the reaction product. The product is: [CH3:13][N:10]1[C:11]([CH3:12])=[C:7]([CH2:6][CH2:5][CH:4]=[O:3])[C:8]([CH3:14])=[N:9]1.